This data is from Full USPTO retrosynthesis dataset with 1.9M reactions from patents (1976-2016). The task is: Predict the reactants needed to synthesize the given product. (1) Given the product [CH3:27][C@@H:23]1[CH2:24][CH2:25][CH2:26][N:22]1[CH2:21][CH2:20][CH2:19][O:18][C:15]1[CH:14]=[CH:13][C:12]([N:10]2[CH:11]=[C:7]([N:22]3[CH2:26][CH2:25][CH2:24][C:23]3=[O:30])[CH:8]=[N:9]2)=[CH:17][CH:16]=1, predict the reactants needed to synthesize it. The reactants are: ClC([C:7]1[CH:8]=[N:9][N:10]([C:12]2[CH:17]=[CH:16][C:15]([O:18][CH2:19][CH2:20][CH2:21][N:22]3[CH2:26][CH2:25][CH2:24][C@H:23]3[CH3:27])=[CH:14][CH:13]=2)[CH:11]=1)CCC[NH-].[H-].[Na+].[OH2:30]. (2) The reactants are: [Cl-].O[NH3+:3].[C:4](=[O:7])([O-])[OH:5].[Na+].CS(C)=O.[CH2:13]([C:17]1[N:18]=[C:19]([CH3:50])[N:20]([CH2:39][C:40]2[CH:45]=[CH:44][C:43]([C:46]([CH3:49])([CH3:48])[CH3:47])=[CH:42][CH:41]=2)[C:21](=[O:38])[C:22]=1[CH2:23][C:24]1[CH:29]=[CH:28][C:27]([C:30]2[C:31]([C:36]#[N:37])=[CH:32][CH:33]=[CH:34][CH:35]=2)=[CH:26][CH:25]=1)[CH2:14][CH2:15][CH3:16]. Given the product [CH2:13]([C:17]1[N:18]=[C:19]([CH3:50])[N:20]([CH2:39][C:40]2[CH:45]=[CH:44][C:43]([C:46]([CH3:49])([CH3:48])[CH3:47])=[CH:42][CH:41]=2)[C:21](=[O:38])[C:22]=1[CH2:23][C:24]1[CH:29]=[CH:28][C:27]([C:30]2[CH:35]=[CH:34][CH:33]=[CH:32][C:31]=2[C:36]2[NH:3][C:4](=[O:7])[O:5][N:37]=2)=[CH:26][CH:25]=1)[CH2:14][CH2:15][CH3:16], predict the reactants needed to synthesize it. (3) Given the product [CH3:10][CH2:11][CH2:12][CH2:13][CH2:14][CH2:9][CH2:8][CH2:15][CH2:20][CH2:19][CH2:18][CH2:17][O:83][S:82]([O-:85])(=[O:34])=[O:84].[Na+:46], predict the reactants needed to synthesize it. The reactants are: CCC(CO[C:8](C(N(CC[NH+](C)C)C)=O)([C:15]1[CH:20]=[CH:19][CH:18]=[CH:17]C=1)[C:9]1[CH:14]=[CH:13][CH:12]=[CH:11][CH:10]=1)CC.[Cl-].C(O)C(N)(CO)C[OH:34].Cl.[Cl-].[Cl-].[Ca+2].[N-]=[N+]=[N-].[Na+:46].CCN(C1C=CC(C(C2C=CC(NC3C=CC(OCC)=CC=3)=CC=2)=C2C=CC(=[N+](CC3C=CC=C([S:82]([O-:85])(=[O:84])=[O:83])C=3)CC)C=C2)=CC=1)CC1C=CC=C([S:82]([OH:85])(=[O:84])=[O:83])C=1.[Na+]. (4) Given the product [Br:12][C:5]1[CH:6]=[CH:7][CH:8]=[C:9]2[C:4]=1[C:3](=[O:13])[N:25]([CH2:24][CH2:23][C:15]1[N:14]=[C:18]3[CH:19]=[CH:20][CH:21]=[CH:22][N:17]3[N:16]=1)[CH2:10]2, predict the reactants needed to synthesize it. The reactants are: CO[C:3](=[O:13])[C:4]1[C:9]([CH2:10]Br)=[CH:8][CH:7]=[CH:6][C:5]=1[Br:12].[N:14]1[C:15]([CH2:23][CH2:24][NH2:25])=[N:16][N:17]2[CH:22]=[CH:21][CH:20]=[CH:19][C:18]=12.CCN(C(C)C)C(C)C. (5) The reactants are: [F:1][C:2]1[CH:20]=[CH:19][C:5]([CH2:6][N:7]2[C:15]3[C:10](=[N:11][CH:12]=[CH:13][CH:14]=3)[C:9]([C:16]([OH:18])=O)=[CH:8]2)=[CH:4][CH:3]=1.CN(C(ON1N=NC2C=CC=NC1=2)=[N+](C)C)C.F[P-](F)(F)(F)(F)F.Cl.[NH2:46][C@@H:47]1[CH2:51][CH2:50][CH2:49][C@H:48]1[OH:52].CCOC(C)=O. Given the product [F:1][C:2]1[CH:3]=[CH:4][C:5]([CH2:6][N:7]2[C:15]3[C:10](=[N:11][CH:12]=[CH:13][CH:14]=3)[C:9]([C:16]([NH:46][C@@H:47]3[CH2:51][CH2:50][CH2:49][C@H:48]3[OH:52])=[O:18])=[CH:8]2)=[CH:19][CH:20]=1, predict the reactants needed to synthesize it. (6) Given the product [CH3:12][C:13]([CH3:34])([CH2:16][C:28]1[CH:33]=[CH:32][N:31]=[CH:30][CH:29]=1)[CH2:14][NH2:15], predict the reactants needed to synthesize it. The reactants are: [H-].[Al+3].[Li+].[H-].[H-].[H-].C(OCC)C.[CH3:12][C:13]([CH3:34])([CH:16]([C:28]1[CH:33]=[CH:32][N:31]=[CH:30][CH:29]=1)OS(C1C=CC(C)=CC=1)(=O)=O)[C:14]#[N:15].[OH-].[Na+].